From a dataset of Catalyst prediction with 721,799 reactions and 888 catalyst types from USPTO. Predict which catalyst facilitates the given reaction. (1) Reactant: [CH3:1][C:2]1([CH3:24])[O:7][C:6]2[CH:8]=[CH:9][C:10]([C:12]3[CH:17]=[CH:16][CH:15]=[C:14]([CH2:18][N:19]4[CH2:23][CH2:22][CH2:21][CH2:20]4)[CH:13]=3)=[N:11][C:5]=2[NH:4][CH2:3]1.C(N(CC)CC)C.ClC(Cl)(O[C:36](=[O:42])OC(Cl)(Cl)Cl)Cl.[CH3:44][C:45]1[CH:46]=[C:47]([NH2:51])[CH:48]=[N:49][CH:50]=1. Product: [CH3:1][C:2]1([CH3:24])[O:7][C:6]2[CH:8]=[CH:9][C:10]([C:12]3[CH:17]=[CH:16][CH:15]=[C:14]([CH2:18][N:19]4[CH2:23][CH2:22][CH2:21][CH2:20]4)[CH:13]=3)=[N:11][C:5]=2[N:4]([C:36]([NH:51][C:47]2[CH:48]=[N:49][CH:50]=[C:45]([CH3:44])[CH:46]=2)=[O:42])[CH2:3]1. The catalyst class is: 1. (2) Reactant: [C:1]([O:5][C:6]([N:8]1[CH2:12][CH2:11][C@@H:10]([N:13]2[C:21](=O)[C:20]3[C:15](=[CH:16][CH:17]=[C:18]([Cl:23])[CH:19]=3)[C:14]2=O)[CH2:9]1)=[O:7])([CH3:4])([CH3:3])[CH3:2].[H-].[H-].[H-].[H-].[Li+].[Al+3].[Al+3].[Cl-].[Cl-].[Cl-]. Product: [C:1]([O:5][C:6]([N:8]1[CH2:12][CH2:11][C@@H:10]([N:13]2[CH2:21][C:20]3[C:15](=[CH:16][CH:17]=[C:18]([Cl:23])[CH:19]=3)[CH2:14]2)[CH2:9]1)=[O:7])([CH3:4])([CH3:2])[CH3:3]. The catalyst class is: 28. (3) Product: [CH3:50][C@H:48]1[O:49][C@@H:44]([CH3:43])[CH2:45][N:46]([CH2:6][CH2:7][O:8][C@H:9]2[CH2:14][CH2:13][C@H:12]([N:15]3[C:20](=[O:21])[C:19]([CH2:22][C:23]4[CH:28]=[CH:27][C:26]([C:29]5[C:30]([C:35]#[N:36])=[CH:31][CH:32]=[CH:33][CH:34]=5)=[CH:25][CH:24]=4)=[C:18]([CH2:37][CH2:38][CH3:39])[N:17]4[N:40]=[CH:41][N:42]=[C:16]34)[CH2:11][CH2:10]2)[CH2:47]1. The catalyst class is: 7. Reactant: CS(O[CH2:6][CH2:7][O:8][C@H:9]1[CH2:14][CH2:13][C@H:12]([N:15]2[C:20](=[O:21])[C:19]([CH2:22][C:23]3[CH:28]=[CH:27][C:26]([C:29]4[CH:34]=[CH:33][CH:32]=[CH:31][C:30]=4[C:35]#[N:36])=[CH:25][CH:24]=3)=[C:18]([CH2:37][CH2:38][CH3:39])[N:17]3[N:40]=[CH:41][N:42]=[C:16]23)[CH2:11][CH2:10]1)(=O)=O.[CH3:43][C@H:44]1[O:49][C@@H:48]([CH3:50])[CH2:47][NH:46][CH2:45]1.[I-].[Na+]. (4) Reactant: [NH2:1][C:2]([CH3:6])([CH3:5])[CH2:3][OH:4].O.C(=O)(O)[O-].[Na+].Cl[C:14]([O:16][CH2:17][C:18]1[CH:23]=[CH:22][CH:21]=[CH:20][CH:19]=1)=[O:15]. Product: [OH:4][CH2:3][C:2]([NH:1][C:14](=[O:15])[O:16][CH2:17][C:18]1[CH:23]=[CH:22][CH:21]=[CH:20][CH:19]=1)([CH3:6])[CH3:5]. The catalyst class is: 4. (5) Reactant: C[O:2][C:3]([C:5]1[S:6][C:7]([C:10](=[O:18])[NH:11][CH2:12][CH:13](OC)OC)=[CH:8][CH:9]=1)=[O:4].O.[OH-].[Li+]. Product: [O:18]1[CH:13]=[CH:12][N:11]=[C:10]1[C:7]1[S:6][C:5]([C:3]([OH:2])=[O:4])=[CH:9][CH:8]=1. The catalyst class is: 249. (6) Reactant: [C:1]([O:5][C:6](=[O:39])[NH:7][CH:8]1[CH2:13][CH2:12][CH:11]([NH:14][C:15]2[N:20]=[C:19]3[N:21]([CH2:31][O:32][CH2:33][CH2:34][Si:35]([CH3:38])([CH3:37])[CH3:36])[N:22]=[C:23]([C:24]4[CH:29]=[CH:28][CH:27]=[C:26](Br)[N:25]=4)[C:18]3=[CH:17][N:16]=2)[CH2:10][CH2:9]1)([CH3:4])([CH3:3])[CH3:2].[S:40]1[CH:44]=[CH:43][C:42](NC)=[CH:41]1.[CH3:47][N:48](C1C(C2C(P(C3CCCCC3)C3CCCCC3)=CC=CC=2)=CC=CC=1)C.C(O[Na])(C)(C)C. Product: [C:1]([O:5][C:6](=[O:39])[NH:7][CH:8]1[CH2:13][CH2:12][CH:11]([NH:14][C:15]2[N:20]=[C:19]3[N:21]([CH2:31][O:32][CH2:33][CH2:34][Si:35]([CH3:38])([CH3:37])[CH3:36])[N:22]=[C:23]([C:24]4[CH:29]=[CH:28][CH:27]=[C:26]([NH:48][CH2:47][C:42]5[CH:43]=[CH:44][S:40][CH:41]=5)[N:25]=4)[C:18]3=[CH:17][N:16]=2)[CH2:10][CH2:9]1)([CH3:4])([CH3:3])[CH3:2]. The catalyst class is: 102. (7) Reactant: [F:1][C:2]1[CH:7]=[CH:6][C:5]([CH2:8][C:9]([N:11]2[CH2:15][CH:14]([O:16][CH3:17])[CH2:13][N:12]2[C:18]([C:20]2[CH:25]=[CH:24][N:23]=[C:22]([S:26][CH3:27])[N:21]=2)=O)=[O:10])=[CH:4][CH:3]=1.CN(C)C=O.O1CCCC1.[H-].[Na+]. Product: [F:1][C:2]1[CH:7]=[CH:6][C:5]([C:8]2[C:9](=[O:10])[N:11]3[CH2:15][CH:14]([O:16][CH3:17])[CH2:13][N:12]3[C:18]=2[C:20]2[CH:25]=[CH:24][N:23]=[C:22]([S:26][CH3:27])[N:21]=2)=[CH:4][CH:3]=1. The catalyst class is: 9. (8) Reactant: [NH:1]1[CH2:4][CH:3]([N:5]2[C:9]3=[N:10][CH:11]=[N:12][C:13]([NH2:14])=[C:8]3[C:7]([C:15]3[CH:20]=[CH:19][C:18]([O:21][C:22]4[CH:27]=[CH:26][CH:25]=[CH:24][CH:23]=4)=[CH:17][CH:16]=3)=[N:6]2)[CH2:2]1.C(=O)([O-])[O-:29].[K+].[K+].Cl[CH2:35][C:36](Cl)=[O:37].S(O)(O)(=O)=O.[NH2:44][C:45]1[NH:46][CH:47]=[CH:48][N:49]=1. Product: [C:22]([OH:29])(=[O:21])[CH3:27].[NH2:44][C:45]1[N:46]([CH2:35][C:36]([N:1]2[CH2:2][CH:3]([N:5]3[C:9]4=[N:10][CH:11]=[N:12][C:13]([NH2:14])=[C:8]4[C:7]([C:15]4[CH:16]=[CH:17][C:18]([O:21][C:22]5[CH:27]=[CH:26][CH:25]=[CH:24][CH:23]=5)=[CH:19][CH:20]=4)=[N:6]3)[CH2:4]2)=[O:37])[CH:47]=[CH:48][N:49]=1. The catalyst class is: 9.